Dataset: Peptide-MHC class I binding affinity with 185,985 pairs from IEDB/IMGT. Task: Regression. Given a peptide amino acid sequence and an MHC pseudo amino acid sequence, predict their binding affinity value. This is MHC class I binding data. (1) The peptide sequence is NAMSFDGFIR. The MHC is HLA-A33:01 with pseudo-sequence HLA-A33:01. The binding affinity (normalized) is 0.682. (2) The peptide sequence is YTGNYQCGHY. The MHC is HLA-A23:01 with pseudo-sequence HLA-A23:01. The binding affinity (normalized) is 0. (3) The peptide sequence is IVFMWAIHH. The MHC is HLA-B18:01 with pseudo-sequence HLA-B18:01. The binding affinity (normalized) is 0.0847. (4) The peptide sequence is DFDGTPRLY. The MHC is HLA-A02:01 with pseudo-sequence HLA-A02:01. The binding affinity (normalized) is 0.0847. (5) The peptide sequence is TTTLEETKF. The MHC is HLA-B40:01 with pseudo-sequence HLA-B40:01. The binding affinity (normalized) is 0.0847. (6) The peptide sequence is ASANLAATK. The MHC is HLA-A68:01 with pseudo-sequence HLA-A68:01. The binding affinity (normalized) is 0.597. (7) The peptide sequence is ERYFRINSL. The MHC is HLA-A32:01 with pseudo-sequence HLA-A32:01. The binding affinity (normalized) is 0. (8) The peptide sequence is LLNMRDLIVT. The MHC is HLA-A68:02 with pseudo-sequence HLA-A68:02. The binding affinity (normalized) is 0.0380.